Predict the reaction yield, written as a fraction of the theoretical maximum amount of product (1.0 means a 100% yield; for example, 0.34 means a 34% yield). From a dataset of Reaction yield outcomes from USPTO patents with 853,638 reactions. (1) The reactants are [OH-].[Na+].[CH3:3][N:4]([CH:28]1[CH2:33][CH2:32][O:31][CH2:30][CH2:29]1)[C:5]([C:7]1[CH:8]=[CH:9][C:10]([N:17]2[CH2:22][CH2:21][CH2:20][C@@H:19]([CH2:23][C:24]([O:26]C)=[O:25])[CH2:18]2)=[N:11][C:12]=1[S:13][CH2:14][CH2:15][CH3:16])=[O:6].Cl. The catalyst is O.CO.CCOC(C)=O.C(Cl)Cl. The product is [CH3:3][N:4]([CH:28]1[CH2:33][CH2:32][O:31][CH2:30][CH2:29]1)[C:5]([C:7]1[CH:8]=[CH:9][C:10]([N:17]2[CH2:22][CH2:21][CH2:20][C@@H:19]([CH2:23][C:24]([OH:26])=[O:25])[CH2:18]2)=[N:11][C:12]=1[S:13][CH2:14][CH2:15][CH3:16])=[O:6]. The yield is 1.00. (2) The yield is 0.540. The catalyst is C1COCC1.O=[Mn]=O. The product is [O:1]=[C:2]1[CH:7]=[N:6][C:5]2[S:8][C:9]([C:11]([O:13][CH3:14])=[O:12])=[CH:10][C:4]=2[NH:3]1. The reactants are [O:1]=[C:2]1[CH2:7][NH:6][C:5]2[S:8][C:9]([C:11]([O:13][CH3:14])=[O:12])=[CH:10][C:4]=2[NH:3]1. (3) The reactants are [CH3:1][O:2][C:3]1[CH:4]=[C:5]2[C:10](=[CH:11][C:12]=1[O:13][CH3:14])[N:9]=[CH:8][N:7]=[C:6]2[O:15][C:16]1[CH:22]=[CH:21][C:19]([NH2:20])=[CH:18][CH:17]=1.C1(C)C=CC=CC=1.C(N(CC)CC)C.ClC(Cl)(O[C:41](=[O:47])[O:42][C:43](Cl)(Cl)Cl)Cl.[Cl:49][C:50]1[CH:60]=[CH:59][C:53]([O:54][CH2:55][CH2:56]CO)=[CH:52][CH:51]=1. The catalyst is C(Cl)Cl. The product is [CH3:1][O:2][C:3]1[CH:4]=[C:5]2[C:10](=[CH:11][C:12]=1[O:13][CH3:14])[N:9]=[CH:8][N:7]=[C:6]2[O:15][C:16]1[CH:22]=[CH:21][C:19]([NH:20][C:41](=[O:47])[O:42][CH2:43][CH2:56][CH2:55][O:54][C:53]2[CH:59]=[CH:60][C:50]([Cl:49])=[CH:51][CH:52]=2)=[CH:18][CH:17]=1. The yield is 0.370. (4) The reactants are C(=O)([O:7][C:8]1[C:20]2[CH2:19][O:18][C:17](=[O:21])[C:16]=2[C:15]([C:22]2[CH:27]=[C:26]([O:28][CH3:29])[CH:25]=[C:24]([O:30][CH3:31])[CH:23]=2)=[C:14]2[C:9]=1[CH:10]=[C:11]([O:34][CH3:35])[C:12]([O:32][CH3:33])=[CH:13]2)OC(C)(C)C.N1CCCCC1.Cl. The catalyst is ClCCl. The product is [CH3:31][O:30][C:24]1[CH:23]=[C:22]([C:15]2[C:16]3[C:17](=[O:21])[O:18][CH2:19][C:20]=3[C:8]([OH:7])=[C:9]3[C:14]=2[CH:13]=[C:12]([O:32][CH3:33])[C:11]([O:34][CH3:35])=[CH:10]3)[CH:27]=[C:26]([O:28][CH3:29])[CH:25]=1. The yield is 0.840. (5) The reactants are Cl[C:2]1[CH:7]=[CH:6][C:5]([N+:8]([O-:10])=[O:9])=[CH:4][C:3]=1[C:11]1[O:12][CH:13]=[CH:14][N:15]=1.[CH3:16][N:17]1[CH2:22][CH2:21][NH:20][CH2:19][CH2:18]1. No catalyst specified. The product is [CH3:16][N:17]1[CH2:22][CH2:21][N:20]([C:2]2[CH:7]=[CH:6][C:5]([N+:8]([O-:10])=[O:9])=[CH:4][C:3]=2[C:11]2[O:12][CH:13]=[CH:14][N:15]=2)[CH2:19][CH2:18]1. The yield is 0.700.